The task is: Predict which catalyst facilitates the given reaction.. This data is from Catalyst prediction with 721,799 reactions and 888 catalyst types from USPTO. (1) Reactant: [C:1]1([NH:7][C:8]2([C:14]#[N:15])[CH2:13][CH2:12][CH2:11][CH2:10][CH2:9]2)[CH:6]=[CH:5][CH:4]=[CH:3][CH:2]=1.[H-].[Al+3].[Li+].[H-].[H-].[H-].O.[OH-].[Na+]. Product: [NH2:15][CH2:14][C:8]1([NH:7][C:1]2[CH:6]=[CH:5][CH:4]=[CH:3][CH:2]=2)[CH2:13][CH2:12][CH2:11][CH2:10][CH2:9]1. The catalyst class is: 27. (2) Reactant: [F:1][C:2]([F:12])([F:11])[C:3]1[CH:4]=[C:5]([CH:8]=[CH:9][CH:10]=1)[CH2:6][OH:7].[H-].[Na+].Cl[C:16]1[CH:21]=[C:20]([C:22]2[CH:27]=[C:26]([N:28]3[CH2:33][CH2:32][CH2:31][CH2:30][CH2:29]3)[CH:25]=[CH:24][C:23]=2[N+:34]([O-:36])=[O:35])[N:19]=[CH:18][N:17]=1. Product: [N+:34]([C:23]1[CH:24]=[CH:25][C:26]([N:28]2[CH2:29][CH2:30][CH2:31][CH2:32][CH2:33]2)=[CH:27][C:22]=1[C:20]1[CH:21]=[C:16]([O:7][CH2:6][C:5]2[CH:8]=[CH:9][CH:10]=[C:3]([C:2]([F:11])([F:12])[F:1])[CH:4]=2)[N:17]=[CH:18][N:19]=1)([O-:36])=[O:35]. The catalyst class is: 3. (3) Reactant: [CH3:1][N:2]([CH2:13][C:14]1[N:15]=[C:16]2[CH:21]=[CH:20][CH:19]=[C:18]([N:22]3[CH2:27][CH2:26][N:25]([CH3:28])[CH2:24][CH2:23]3)[N:17]2[CH:29]=1)[C@@H:3]1[C:12]2[N:11]=[CH:10][CH:9]=[CH:8][C:7]=2[CH2:6][CH2:5][CH2:4]1.[CH3:30][NH:31][CH3:32].[CH2:33]=O. Product: [CH3:30][N:31]([CH2:33][C:29]1[N:17]2[C:18]([N:22]3[CH2:23][CH2:24][N:25]([CH3:28])[CH2:26][CH2:27]3)=[CH:19][CH:20]=[CH:21][C:16]2=[N:15][C:14]=1[CH2:13][N:2]([CH3:1])[C@@H:3]1[C:12]2[N:11]=[CH:10][CH:9]=[CH:8][C:7]=2[CH2:6][CH2:5][CH2:4]1)[CH3:32]. The catalyst class is: 676. (4) Reactant: [CH3:1][O:2][C:3]1[CH:4]=[C:5]([CH:8]=[CH:9][C:10]=1[O:11][CH3:12])[CH2:6][NH2:7].Cl[C:14]1[N:19]=[C:18]([CH:20]([F:22])[F:21])[C:17]([F:23])=[CH:16][CH:15]=1.C(=O)([O-])[O-].[Cs+].[Cs+].C1(P(C2C=CC=CC=2)C2C3OC4C(=CC=CC=4P(C4C=CC=CC=4)C4C=CC=CC=4)C(C)(C)C=3C=CC=2)C=CC=CC=1. Product: [F:21][CH:20]([F:22])[C:18]1[N:19]=[C:14]([NH:7][CH2:6][C:5]2[CH:8]=[CH:9][C:10]([O:11][CH3:12])=[C:3]([O:2][CH3:1])[CH:4]=2)[CH:15]=[CH:16][C:17]=1[F:23]. The catalyst class is: 62. (5) Reactant: [NH:1]1[CH2:11][CH2:10][CH:4]([C:5]([O:7]CC)=O)[CH2:3][CH2:2]1.[CH2:12]1[CH2:22][CH2:21]N2[C:15](=NCCC2)[CH2:14][CH2:13]1.Cl[CH2:24][CH2:25]O.S(Cl)(Cl)=O.C(=O)([O-])[O-].[K+].[K+].[C:37]1(C)[CH:42]=[CH:41][CH:40]=[CH:39][CH:38]=1. Product: [N:1]12[CH2:2][CH2:3][C:4]([C:5]([C:12]3[CH:13]=[CH:14][CH:15]=[CH:21][CH:22]=3)([C:37]3[CH:38]=[CH:39][CH:40]=[CH:41][CH:42]=3)[OH:7])([CH2:10][CH2:11]1)[CH2:25][CH2:24]2. The catalyst class is: 6. (6) Reactant: [CH3:1][C:2]([O:5][C:6]([N:8]1[CH2:13][CH2:12][CH:11]([CH2:14][C:15]([OH:17])=O)[CH2:10][CH2:9]1)=[O:7])([CH3:4])[CH3:3].[Cl:18][C:19]1[CH:20]=[C:21]([CH:23]=[CH:24][C:25]=1[Cl:26])[NH2:22].C(N=C=NCCCN(C)C)C.C1C=NC2N(O)N=NC=2C=1. Product: [C:2]([O:5][C:6]([N:8]1[CH2:9][CH2:10][CH:11]([CH2:14][C:15](=[O:17])[NH:22][C:21]2[CH:23]=[CH:24][C:25]([Cl:26])=[C:19]([Cl:18])[CH:20]=2)[CH2:12][CH2:13]1)=[O:7])([CH3:1])([CH3:3])[CH3:4]. The catalyst class is: 4. (7) Reactant: [CH3:1][O:2][C:3]1[CH:8]=[CH:7][CH:6]=[C:5]([O:9][CH3:10])[C:4]=1[C:11]1[CH:12]=[C:13]2[C:18](=[CH:19][CH:20]=1)[C:17]([CH3:22])([CH3:21])[CH2:16][CH2:15][C:14]2([CH3:24])[CH3:23].[Br-:25].[Br-].[Br-].[NH+]1C=CC=CC=1.[NH+]1C=CC=CC=1.[NH+]1C=CC=CC=1. Product: [Br:25][C:6]1[CH:7]=[CH:8][C:3]([O:2][CH3:1])=[C:4]([C:11]2[CH:12]=[C:13]3[C:18](=[CH:19][CH:20]=2)[C:17]([CH3:22])([CH3:21])[CH2:16][CH2:15][C:14]3([CH3:24])[CH3:23])[C:5]=1[O:9][CH3:10]. The catalyst class is: 96. (8) Reactant: Br[C:2]1[CH:7]=[CH:6][C:5]([CH2:8][CH2:9][NH:10][C:11]([C:13]2[C:22]([OH:23])=[CH:21][C:20]3[C:15](=[CH:16][CH:17]=[CH:18][CH:19]=3)[CH:14]=2)=[O:12])=[CH:4][CH:3]=1.[C:24]1(B(O)O)[CH:29]=[CH:28][CH:27]=[CH:26][CH:25]=1.C([O-])([O-])=O.[Na+].[Na+]. Product: [C:2]1([C:24]2[CH:29]=[CH:28][CH:27]=[CH:26][CH:25]=2)[CH:7]=[CH:6][C:5]([CH2:8][CH2:9][NH:10][C:11]([C:13]2[C:22]([OH:23])=[CH:21][C:20]3[C:15](=[CH:16][CH:17]=[CH:18][CH:19]=3)[CH:14]=2)=[O:12])=[CH:4][CH:3]=1. The catalyst class is: 104. (9) Reactant: [F:1][C:2]1([F:8])[CH2:7][CH2:6][NH:5][CH2:4][CH2:3]1.Cl.Br[C:11]([CH3:23])([CH3:22])[C:12]([O:14][CH2:15][C:16]1[CH:21]=[CH:20][CH:19]=[CH:18][CH:17]=1)=[O:13]. Product: [F:1][C:2]1([F:8])[CH2:7][CH2:6][N:5]([C:11]([CH3:23])([CH3:22])[C:12]([O:14][CH2:15][C:16]2[CH:21]=[CH:20][CH:19]=[CH:18][CH:17]=2)=[O:13])[CH2:4][CH2:3]1. The catalyst class is: 10. (10) Product: [Cl:23][C:17]1[C:16]([CH3:24])=[C:15]([N:11]2[C:12](=[O:14])[CH2:13][C@@H:9]([OH:8])[C@@H:10]2[CH2:25][CH3:26])[CH:22]=[CH:21][C:18]=1[C:19]#[N:20]. The catalyst class is: 7. Reactant: [Si]([O:8][C@@H:9]1[CH2:13][C:12](=[O:14])[N:11]([C:15]2[CH:22]=[CH:21][C:18]([C:19]#[N:20])=[C:17]([Cl:23])[C:16]=2[CH3:24])[C@H:10]1[CH2:25][CH3:26])(C(C)(C)C)(C)C.CO.Cl.C(=O)([O-])O.[Na+].